Task: Regression/Classification. Given a drug SMILES string, predict its absorption, distribution, metabolism, or excretion properties. Task type varies by dataset: regression for continuous measurements (e.g., permeability, clearance, half-life) or binary classification for categorical outcomes (e.g., BBB penetration, CYP inhibition). Dataset: cyp3a4_veith.. Dataset: CYP3A4 inhibition data for predicting drug metabolism from PubChem BioAssay (1) The result is 0 (non-inhibitor). The molecule is Cn1cc(-c2nc3cnc(Oc4ccccc4)nc3n(C)c2=O)c2ccccc21. (2) The drug is CCC/C=C(\CCC)C(NS(=O)(=O)c1cccs1)c1ccc(C(=O)OC)cc1. The result is 1 (inhibitor). (3) The drug is CC1CCN(C(=O)C2CCN(S(=O)(=O)c3cccc4nonc34)CC2)CC1. The result is 0 (non-inhibitor).